Dataset: Forward reaction prediction with 1.9M reactions from USPTO patents (1976-2016). Task: Predict the product of the given reaction. (1) Given the reactants [NH2:1][C:2]1[C:3]([C:8]([O:10][CH2:11][CH3:12])=[O:9])=[N:4][CH:5]=[CH:6][CH:7]=1.C1C(=O)N([Br:20])C(=O)C1, predict the reaction product. The product is: [NH2:1][C:2]1[C:3]([C:8]([O:10][CH2:11][CH3:12])=[O:9])=[N:4][C:5]([Br:20])=[CH:6][CH:7]=1. (2) Given the reactants [CH3:1][N:2]1[CH2:6][CH:5]([C:7]([OH:9])=O)[NH:4][C:3]1=[O:10].C(N1CCOCC1)C.O.ON1C2C=CC=CC=2N=N1.Cl.C(N=C=NCCCN(C)C)C.[Cl:42][C:43]1[C:48]([C:49]([F:52])([F:51])[F:50])=[CH:47][CH:46]=[CH:45][C:44]=1[CH2:53][NH2:54], predict the reaction product. The product is: [Cl:42][C:43]1[C:48]([C:49]([F:51])([F:52])[F:50])=[CH:47][CH:46]=[CH:45][C:44]=1[CH2:53][NH:54][C:7]([CH:5]1[CH2:6][N:2]([CH3:1])[C:3](=[O:10])[NH:4]1)=[O:9].